The task is: Binary Classification. Given a T-cell receptor sequence (or CDR3 region) and an epitope sequence, predict whether binding occurs between them.. This data is from TCR-epitope binding with 47,182 pairs between 192 epitopes and 23,139 TCRs. (1) The epitope is FPPTSFGPL. The TCR CDR3 sequence is CASSWPGIPYGEQYF. Result: 0 (the TCR does not bind to the epitope). (2) The epitope is RLRAEAQVK. The TCR CDR3 sequence is CASSIGKDMNTEAFF. Result: 1 (the TCR binds to the epitope).